From a dataset of Peptide-MHC class II binding affinity with 134,281 pairs from IEDB. Regression. Given a peptide amino acid sequence and an MHC pseudo amino acid sequence, predict their binding affinity value. This is MHC class II binding data. (1) The peptide sequence is ESLHNPYPDYHWLRT. The MHC is DRB1_0301 with pseudo-sequence DRB1_0301. The binding affinity (normalized) is 0.335. (2) The peptide sequence is INEWTAAAIAYGLDR. The MHC is HLA-DQA10501-DQB10301 with pseudo-sequence HLA-DQA10501-DQB10301. The binding affinity (normalized) is 0.600. (3) The peptide sequence is LTAAINKGILVTVNP. The MHC is HLA-DQA10501-DQB10402 with pseudo-sequence HLA-DQA10501-DQB10402. The binding affinity (normalized) is 0.213. (4) The peptide sequence is SEFENDEHIILYLVN. The MHC is DRB1_1101 with pseudo-sequence DRB1_1101. The binding affinity (normalized) is 0.00753. (5) The peptide sequence is KYTVIITVHTGDQHQ. The MHC is DRB1_1501 with pseudo-sequence DRB1_1501. The binding affinity (normalized) is 0.552. (6) The peptide sequence is GLIYTAKYPNSSDLD. The MHC is DRB1_0101 with pseudo-sequence DRB1_0101. The binding affinity (normalized) is 0.497. (7) The peptide sequence is GMFTNRSGSQ. The binding affinity (normalized) is 0. The MHC is HLA-DPA10201-DPB10101 with pseudo-sequence HLA-DPA10201-DPB10101.